From a dataset of Catalyst prediction with 721,799 reactions and 888 catalyst types from USPTO. Predict which catalyst facilitates the given reaction. (1) Reactant: [CH2:1]([C:8]1[CH:9]=[N:10][C:11](Cl)=[N:12][CH:13]=1)[C:2]1[CH:7]=[CH:6][CH:5]=[CH:4][CH:3]=1.[OH:15][CH2:16][CH:17]1[NH:22][CH2:21][CH2:20][N:19]([C:23]([O:25][C:26]([CH3:29])([CH3:28])[CH3:27])=[O:24])[CH2:18]1.C(N(C(C)C)CC)(C)C. Product: [CH2:1]([C:8]1[CH:9]=[N:10][C:11]([N:22]2[CH2:21][CH2:20][N:19]([C:23]([O:25][C:26]([CH3:27])([CH3:28])[CH3:29])=[O:24])[CH2:18][CH:17]2[CH2:16][OH:15])=[N:12][CH:13]=1)[C:2]1[CH:7]=[CH:6][CH:5]=[CH:4][CH:3]=1. The catalyst class is: 12. (2) Reactant: Br[C:2]([CH3:11])=[C:3]([C:5]1[CH:10]=[CH:9][N:8]=[CH:7][CH:6]=1)[CH3:4].P([O-])([O-])([O-])=O.[K+].[K+].[K+].N1CCC[C@H]1C(O)=O.[CH3:28][N:29]1[CH2:42][CH2:41][C:32]2[NH:33][C:34]3[CH:35]=[CH:36][C:37]([CH3:40])=[CH:38][C:39]=3[C:31]=2[CH2:30]1. Product: [CH3:28][N:29]1[CH2:42][CH2:41][C:32]2[N:33](/[C:2](=[C:3](/[C:5]3[CH:10]=[CH:9][N:8]=[CH:7][CH:6]=3)\[CH3:4])/[CH3:11])[C:34]3[CH:35]=[CH:36][C:37]([CH3:40])=[CH:38][C:39]=3[C:31]=2[CH2:30]1. The catalyst class is: 122. (3) Reactant: [CH2:1]([CH:4]([CH2:7][OH:8])[CH2:5][OH:6])[CH:2]=[CH2:3].[C:9]([NH:19][C@H:20]([C:24]([OH:26])=O)[CH:21]([CH3:23])[CH3:22])([O:11][CH2:12][C:13]1[CH:18]=[CH:17][CH:16]=[CH:15][CH:14]=1)=[O:10].[CH2:36]1[CH2:41][CH2:40][CH:39](N=C=N[CH:36]2[CH2:41][CH2:40][CH2:39][CH2:38][CH2:37]2)[CH2:38][CH2:37]1. Product: [C:9]([NH:19][C@H:20]([C:24]([O:6][CH2:5][CH:4]([CH2:7][O:8][C:24](=[O:26])[C@H:20]([CH:21]([CH3:22])[CH3:23])[NH:19][C:9]([O:11][CH2:12][C:13]1[CH:14]=[CH:15][CH:16]=[CH:17][CH:18]=1)=[O:10])[CH2:1][CH:2]=[CH2:3])=[O:26])[CH:21]([CH3:22])[CH3:23])([O:11][CH2:12][C:36]1[CH:37]=[CH:38][CH:39]=[CH:40][CH:41]=1)=[O:10]. The catalyst class is: 166. (4) Reactant: [CH2:1]([O:3][C:4](=[O:38])[CH2:5][CH2:6][N:7]1[CH2:13][CH2:12][CH2:11][N:10]([C:14](=[O:37])[C:15]2[CH:20]=[CH:19][CH:18]=[C:17]([C@@H:21]([N:29]3[CH2:34][C@@H:33]([CH3:35])[NH:32][CH2:31][C@@H:30]3[CH3:36])[C:22]3[CH:27]=[CH:26][CH:25]=[C:24]([OH:28])[CH:23]=3)[CH:16]=2)[CH2:9][CH2:8]1)[CH3:2].[F:39][C:40]1[CH:41]=[C:42]([CH:45]=[CH:46][CH:47]=1)[CH:43]=O.C(O)(=O)C.[BH-](OC(C)=O)(OC(C)=O)OC(C)=O.[Na+]. Product: [CH2:1]([O:3][C:4](=[O:38])[CH2:5][CH2:6][N:7]1[CH2:13][CH2:12][CH2:11][N:10]([C:14](=[O:37])[C:15]2[CH:20]=[CH:19][CH:18]=[C:17]([C@@H:21]([N:29]3[CH2:34][C@@H:33]([CH3:35])[N:32]([CH2:43][C:42]4[CH:45]=[CH:46][CH:47]=[C:40]([F:39])[CH:41]=4)[CH2:31][C@@H:30]3[CH3:36])[C:22]3[CH:27]=[CH:26][CH:25]=[C:24]([OH:28])[CH:23]=3)[CH:16]=2)[CH2:9][CH2:8]1)[CH3:2]. The catalyst class is: 3. (5) Reactant: [NH:1]1[CH2:6][CH2:5][CH:4]([C:7]2[CH:15]=[CH:14][C:10]([C:11]([OH:13])=[O:12])=[CH:9][CH:8]=2)[CH2:3][CH2:2]1.[C:16](OC(=O)C)(=[O:18])[CH3:17]. Product: [C:16]([N:1]1[CH2:6][CH2:5][CH:4]([C:7]2[CH:15]=[CH:14][C:10]([C:11]([OH:13])=[O:12])=[CH:9][CH:8]=2)[CH2:3][CH2:2]1)(=[O:18])[CH3:17]. The catalyst class is: 17.